From a dataset of Full USPTO retrosynthesis dataset with 1.9M reactions from patents (1976-2016). Predict the reactants needed to synthesize the given product. (1) Given the product [CH3:11][Si:12]([C:15]#[C:16][C:7]1[CH:8]=[CH:9][C:4]([C:2](=[O:3])[CH3:1])=[CH:5][CH:6]=1)([CH3:14])[CH3:13], predict the reactants needed to synthesize it. The reactants are: [CH3:1][C:2]([C:4]1[CH:9]=[CH:8][C:7](I)=[CH:6][CH:5]=1)=[O:3].[CH3:11][Si:12]([C:15]#[CH:16])([CH3:14])[CH3:13].C(N(CC)CC)C.CN(C)C=O. (2) The reactants are: [Br:1][C:2]1[CH:3]=[CH:4][C:5](Cl)=[N:6][CH:7]=1.[O:9]1[CH2:15][CH2:14][CH2:13][NH:12][CH2:11][CH2:10]1.C([O-])([O-])=O.[K+].[K+].O. Given the product [Br:1][C:2]1[CH:3]=[CH:4][C:5]([N:12]2[CH2:13][CH2:14][CH2:15][O:9][CH2:10][CH2:11]2)=[N:6][CH:7]=1, predict the reactants needed to synthesize it. (3) Given the product [OH:52][C@H:53]([CH2:57][CH:58]([CH3:60])[CH3:59])[C:54]([N:49]1[CH2:50][CH2:51][N:46]([C:33]2[C:32]3[C:37](=[CH:38][C:29]([CH3:28])=[CH:30][CH:31]=3)[N:36]=[C:35]([C:39]3[CH:44]=[CH:43][CH:42]=[CH:41][C:40]=3[OH:45])[N:34]=2)[CH2:47][CH2:48]1)=[O:55], predict the reactants needed to synthesize it. The reactants are: F[P-](F)(F)(F)(F)F.N1(O[P+](N(C)C)(N(C)C)N(C)C)C2C=CC=CC=2N=N1.[CH3:28][C:29]1[CH:38]=[C:37]2[C:32]([C:33]([N:46]3[CH2:51][CH2:50][NH:49][CH2:48][CH2:47]3)=[N:34][C:35]([C:39]3[CH:44]=[CH:43][CH:42]=[CH:41][C:40]=3[OH:45])=[N:36]2)=[CH:31][CH:30]=1.[OH:52][C@H:53]([CH2:57][CH:58]([CH3:60])[CH3:59])[C:54](O)=[O:55].C(N(CC)CC)C. (4) Given the product [C:13]([CH:12]([NH:11][C:5](=[O:7])[C:4]1[CH:3]=[CH:2][N:10]=[CH:9][CH:8]=1)[CH3:16])#[N:15], predict the reactants needed to synthesize it. The reactants are: C[C:2]1[CH:3]=[C:4]([CH:8]=[CH:9][N:10]=1)[C:5]([OH:7])=O.[NH2:11][CH:12]([CH3:16])[C:13]([NH2:15])=O.N1C=CC=CC=1.Cl.C(N=C=NCCCN(C)C)C. (5) Given the product [C:26]1([C:29]2[CH:30]=[CH:31][CH:32]=[CH:33][CH:34]=2)[CH:25]=[CH:24][C:23]([C:21]([N:19]2[CH2:20][CH:17]([N:14]3[CH2:15][CH2:16][NH:11][CH2:12][CH2:13]3)[CH2:18]2)=[O:22])=[CH:28][CH:27]=1, predict the reactants needed to synthesize it. The reactants are: C(OC([N:11]1[CH2:16][CH2:15][N:14]([CH:17]2[CH2:20][N:19]([C:21]([C:23]3[CH:28]=[CH:27][C:26]([C:29]4[CH:34]=[CH:33][CH:32]=[CH:31][CH:30]=4)=[CH:25][CH:24]=3)=[O:22])[CH2:18]2)[CH2:13][CH2:12]1)=O)C1C=CC=CC=1.[H][H]. (6) Given the product [Cl:1][C:2]1[CH:9]=[C:8]([Cl:10])[CH:7]=[C:6]([Cl:11])[C:3]=1[CH2:4][Cl:14], predict the reactants needed to synthesize it. The reactants are: [Cl:1][C:2]1[CH:9]=[C:8]([Cl:10])[CH:7]=[C:6]([Cl:11])[C:3]=1[CH2:4]O.S(Cl)([Cl:14])=O.CN(C=O)C.